The task is: Predict which catalyst facilitates the given reaction.. This data is from Catalyst prediction with 721,799 reactions and 888 catalyst types from USPTO. Reactant: [N+:1]([C:4]1[CH:9]=[CH:8][C:7]([N:10]2[CH2:15][CH2:14][CH:13]([NH:16][C:17](=[O:23])[O:18][C:19]([CH3:22])([CH3:21])[CH3:20])[CH2:12][CH2:11]2)=[CH:6][CH:5]=1)([O-:3])=[O:2].[H-].[Na+].[CH3:26]I.[NH4+].[Cl-]. The catalyst class is: 3. Product: [CH3:26][N:16]([CH:13]1[CH2:14][CH2:15][N:10]([C:7]2[CH:6]=[CH:5][C:4]([N+:1]([O-:3])=[O:2])=[CH:9][CH:8]=2)[CH2:11][CH2:12]1)[C:17](=[O:23])[O:18][C:19]([CH3:20])([CH3:22])[CH3:21].